Dataset: Experimentally validated miRNA-target interactions with 360,000+ pairs, plus equal number of negative samples. Task: Binary Classification. Given a miRNA mature sequence and a target amino acid sequence, predict their likelihood of interaction. (1) The miRNA is hsa-miR-4326 with sequence UGUUCCUCUGUCUCCCAGAC. The protein sequence of the target gene is MPLRDKYCQTDHHHHGCCEPVYILEPGDPPLLQQPLQTSKSGIQQIIECFRSGTKQLKHILLKDVDTIFECKLCRSLFRGLPNLITHKKFYCPPSLQMDDNLPDVNDKQSQAINDLLEAIYPSVDKREYIIKLEPIETNQNAVFQYISRTDNPIEVTESSSTPEQTEVQIQETSTEQSKTVPVTDTEVETVEPPPVEIVTDEVAPTSDEQPQESQADLETSDNSDFGHQLICCLCRKEFNSRRGVRRHIRKVHKKKMEELKKYIETRKNPNQSSKGRSKNVLVPLSRSCPVCCKSFATKA.... Result: 1 (interaction). (2) The miRNA is hsa-miR-1-3p with sequence UGGAAUGUAAAGAAGUAUGUAU. The protein sequence of the target gene is MPTPDATTPQAKGFRRAVSELDAKQAEAIMVRGQGAPGPSLTGSPWPGTAAPAASYTPTPRSPRFIGRRQSLIEDARKEREAAVAAAAAAVPSEPGDPLEAVAFEEKEGKAVLNLLFSPRATKPSALSRAVKVFETFEAKIHHLETRPAQRPRAGGPHLEYFVRLEVRRGDLAALLSGVRQVSEDVRSPAGPKVPWFPRKVSELDKCHHLVTKFDPDLDLDHPGFSDQVYRQRRKLIAEIAFQYRHGDPIPRVEYTAEEIATWKEVYTTLKGLYATHACGEHLEAFALLERFSGYREDNI.... Result: 1 (interaction). (3) Result: 1 (interaction). The miRNA is mmu-miR-26a-5p with sequence UUCAAGUAAUCCAGGAUAGGCU. The protein sequence of the target gene is MRPLDAVELAEPEEVEVLEPEEDFEQFLLPVIHEMREDIASLTRERGRAPARNRGKLWEMDNMLIQIKTQVEASEESALNHLQGAGGAEPRGPRAEKADEKAQEMAKMAEMLVQLVRRIEKSESS. (4) The miRNA is mmu-miR-223-3p with sequence UGUCAGUUUGUCAAAUACCCCA. The protein sequence of the target gene is MYNGIGLPTPRGSGTNGYVQRNLSLVRGRRGERPDYKGEEELRRLEAALVKRPNPDILDHERKRRVELRCLELEEMMEEQGYEEQQIQEKVATFRLMLLEKDVNPGGKEETPGQRPAVTETHQLAELNEKKNERLRAAFGISDSYVDGSSFDPQRRAREAKQPAPEPPKPYSLVRESSSSRSPTPKQKKKKKKKDRGRRSESSSPRRERKKSSKKKKHRSESESKKRKHRSPTPKSKRKSKDKKRKRSRSTTPAPKSRRAHRSTSADSASSSDTSRSRSRSAAAKTHTTALAGRSPSPAS.... Result: 0 (no interaction). (5) The miRNA is mmu-miR-7680-3p with sequence ACUGCUUGUUCACUGGAAUAGG. The protein sequence of the target gene is MALKKSSPSLDSGDSDSEELPTFAFLKKEPSSTKRRQPEREEKIVVVDISDCEASCPPAPELFSPPVPEIAETVTQTQPVRLLSSESEDEEEFIPLAQRLTCKFLTHKQLSPEDSSSPVKSVLDHQNNEGASCDWKKPFPKIPEVPLHDTPERSAADNKDLILDPCCQLPAYLSTCPGQSSSLAVTKTNSDILPPQKKTKPSQKVQGRGSHGCRQQRQARQKESTLRRQERKNAALVTRMKAQRPEECLKHIIVVLDPVLLQMEGGGQLLGALQTMECRCVIEAQAVPCSVTWRRRAGPS.... Result: 0 (no interaction). (6) The miRNA is hsa-miR-548f-5p with sequence UGCAAAAGUAAUCACAGUUUUU. Result: 0 (no interaction). The protein sequence of the target gene is MEPQKLLIIGFLLCSLTCLLLETVASSPLPLSALGIQEKTGSKPRSGGNHRSWLNNFRDYLWQLIKSALPPAAIVAFLLTSALMGILCCFTILVVDPVH.